From a dataset of Experimentally validated miRNA-target interactions with 360,000+ pairs, plus equal number of negative samples. Binary Classification. Given a miRNA mature sequence and a target amino acid sequence, predict their likelihood of interaction. (1) The miRNA is hsa-miR-5003-3p with sequence UACUUUUCUAGGUUGUUGGGG. The protein sequence of the target gene is MTVMSLSRDLKDDFHSDTVLSILNEQRIRGILCDVTIIVEDTKFKAHSNVLAASSLYFKNIFWSHTICISSHVLELDDLKAEVFTEILNYIYSSTVVVKRQETVTDLAAAGKKLGISFLEDLTDRNFSNSPGPYVFCITEKGVVKEEKNEKRHEEPAITNGPRITNAFSIIETENSNNMFSPLDLRASFKKVSDSMRTASLCLERTDVCHEAEPVRTLAEHSYAVSSVAEAYRSQPVREHDGSSPGNTGKENCEALAAKPKTCRKPKTFSIPQDSDSATENIPPPPVSNLEVNQERSPQP.... Result: 1 (interaction). (2) The miRNA is cel-miR-359 with sequence UCACUGGUCUUUCUCUGACGAA. The protein sequence of the target gene is MDVDAEREKITQEIKELERILDPGSSGSHVEISESSLESDSEADSLPSEDLDPADPPISEEERWGEASNDEDDPKDKTLPEDPETCLQLNMVYQEVIQEKLAEANLLLAQNREQQEELMRDLAGSKGTKVKDGKSLPPSTYMGHFMKPYFKDKVTGVGPPANEDTREKAAQGIKAFEELLVTKWKNWEKALLRKSVVSDRLQRLLQPKLLKLEYLHQKQSKVSSELERQALEKQGREAEKEIQDINQLPEEALLGNRLDSHDWEKISNINFEGSRSAEEIRKFWQNSEHPSINKQEWSRE.... Result: 0 (no interaction).